From a dataset of Full USPTO retrosynthesis dataset with 1.9M reactions from patents (1976-2016). Predict the reactants needed to synthesize the given product. (1) Given the product [OH:28][C@H:24]1[CH2:25][CH2:26][CH2:27][N:22]([C:3]2[C:2]([C:33]3[CH:34]=[N:35][C:30]([CH3:29])=[CH:31][CH:32]=3)=[CH:21][C:6]([C:7]([NH:9][C:10]3[CH:15]=[CH:14][C:13]([O:16][C:17]([F:20])([F:19])[F:18])=[CH:12][CH:11]=3)=[O:8])=[CH:5][N:4]=2)[CH2:23]1, predict the reactants needed to synthesize it. The reactants are: Br[C:2]1[C:3]([N:22]2[CH2:27][CH2:26][CH2:25][C@H:24]([OH:28])[CH2:23]2)=[N:4][CH:5]=[C:6]([CH:21]=1)[C:7]([NH:9][C:10]1[CH:15]=[CH:14][C:13]([O:16][C:17]([F:20])([F:19])[F:18])=[CH:12][CH:11]=1)=[O:8].[CH3:29][C:30]1[N:35]=[CH:34][C:33](B(O)O)=[CH:32][CH:31]=1. (2) Given the product [Br:13][C:14]1[CH:15]=[C:16]([CH:17]=[CH:18][CH:19]=1)[O:20][C:2]1[CH:11]=[N:10][C:9]2[C:4](=[CH:5][CH:6]=[CH:7][C:8]=2[Cl:12])[N:3]=1, predict the reactants needed to synthesize it. The reactants are: Cl[C:2]1[CH:11]=[N:10][C:9]2[C:4](=[CH:5][CH:6]=[CH:7][C:8]=2[Cl:12])[N:3]=1.[Br:13][C:14]1[CH:15]=[C:16]([OH:20])[CH:17]=[CH:18][CH:19]=1.C(=O)([O-])[O-].[K+].[K+].C(OCC)(=O)C. (3) Given the product [CH:5]([C:4]1[C:3]([CH2:9][CH2:10][CH3:11])=[CH:2][S:17][C:16]=1[C:15]([OH:18])=[O:14])([CH3:7])[CH3:6], predict the reactants needed to synthesize it. The reactants are: Cl[CH:2]=[C:3]([CH2:9][CH2:10][CH3:11])[C:4](=O)[CH:5]([CH3:7])[CH3:6].C([O:14][C:15](=[O:18])[CH2:16][SH:17])C. (4) Given the product [CH2:33]([C:31]1[S:30][C:19]2[N:20]=[C:21]([C:23]3[O:27][CH:26]=[N:1][CH:24]=3)[N:22]=[C:17]([NH2:16])[C:18]=2[CH:32]=1)[C:34]1[CH:35]=[CH:36][CH:37]=[CH:38][CH:39]=1, predict the reactants needed to synthesize it. The reactants are: [NH2:1]C1SC(CC2C=CC=CC=2)=CC=1C#N.[NH2:16][C:17]1[C:18]2[CH:32]=[C:31]([CH2:33][C:34]3[CH:39]=[CH:38][CH:37]=[CH:36][CH:35]=3)[S:30][C:19]=2[N:20]=[C:21]([C:23]2[O:27][C:26](C#N)=C[CH:24]=2)[N:22]=1.O1C(C#N)=CN=C1.CC1OC(C#N)=CC=1. (5) Given the product [C:5]([O:4][C:1]1[C:16]([CH3:17])=[C:12]([CH:11]=[CH:10][CH:2]=1)[C:13]([OH:15])=[O:14])(=[O:7])[CH3:6], predict the reactants needed to synthesize it. The reactants are: [C:1]([O:4][C:5](=[O:7])[CH3:6])(=O)[CH3:2].Cl.O[C:10]1[C:11](C)=[C:12]([CH:16]=[CH:17]C=1)[C:13]([OH:15])=[O:14]. (6) Given the product [Cl:1][C:2]1[C:11]2[C:6](=[CH:7][CH:8]=[CH:9][CH:10]=2)[CH:5]=[CH:4][C:3]=1[O:12][CH2:13][C:14]([CH3:17])([NH:16][CH2:24][C:19]1[CH:20]=[CH:21][CH:22]=[CH:23][N:18]=1)[CH3:15], predict the reactants needed to synthesize it. The reactants are: [Cl:1][C:2]1[C:11]2[C:6](=[CH:7][CH:8]=[CH:9][CH:10]=2)[CH:5]=[CH:4][C:3]=1[O:12][CH2:13][C:14]([CH3:17])([NH2:16])[CH3:15].[N:18]1[CH:23]=[CH:22][CH:21]=[CH:20][C:19]=1[CH:24]=O. (7) Given the product [Cl:11][C:9]1[N:10]=[C:3]2[C:2]([NH:17][CH2:16][C:15]3[CH:18]=[CH:19][CH:20]=[CH:21][C:14]=3[O:13][CH3:12])=[CH:7][CH:6]=[CH:5][N:4]2[N:8]=1, predict the reactants needed to synthesize it. The reactants are: Br[C:2]1[C:3]2[N:4]([N:8]=[C:9]([Cl:11])[N:10]=2)[CH:5]=[CH:6][CH:7]=1.[CH3:12][O:13][C:14]1[CH:21]=[CH:20][CH:19]=[CH:18][C:15]=1[CH2:16][NH2:17].